This data is from Catalyst prediction with 721,799 reactions and 888 catalyst types from USPTO. The task is: Predict which catalyst facilitates the given reaction. (1) Reactant: C(Cl)(=O)C(Cl)=O.CS(C)=O.[Cl:11][C:12]1[CH:13]=[C:14]([C:18]#[C:19][C:20]2[CH2:24][C:23]3([C:32]4[C:27](=[CH:28][CH:29]=[CH:30][CH:31]=4)[CH:26]([OH:33])[CH2:25]3)[O:22][N:21]=2)[CH:15]=[CH:16][CH:17]=1. Product: [Cl:11][C:12]1[CH:13]=[C:14]([C:18]#[C:19][C:20]2[CH2:24][C:23]3([C:32]4[C:27](=[CH:28][CH:29]=[CH:30][CH:31]=4)[C:26](=[O:33])[CH2:25]3)[O:22][N:21]=2)[CH:15]=[CH:16][CH:17]=1. The catalyst class is: 2. (2) Reactant: [Br:1][C:2]1[C:7]([OH:8])=[CH:6][CH:5]=[CH:4][N:3]=1.C(=O)([O-])[O-].[K+].[K+].[I:15]I.Cl. Product: [Br:1][C:2]1[C:7]([OH:8])=[CH:6][CH:5]=[C:4]([I:15])[N:3]=1. The catalyst class is: 6. (3) Reactant: [NH:1]([CH2:8][CH2:9][C@@H:10]1[CH2:15][N:14]([C:16]([O:18][CH2:19][C:20]2[CH:25]=[CH:24][CH:23]=[CH:22][CH:21]=2)=[O:17])[CH2:13][CH2:12][N:11]1C(OC(C)(C)C)=O)[C:2]1[CH:7]=[CH:6][CH:5]=[CH:4][CH:3]=1.C(OCC)(=O)C.Cl. Product: [NH:1]([CH2:8][CH2:9][C@H:10]1[NH:11][CH2:12][CH2:13][N:14]([C:16]([O:18][CH2:19][C:20]2[CH:21]=[CH:22][CH:23]=[CH:24][CH:25]=2)=[O:17])[CH2:15]1)[C:2]1[CH:3]=[CH:4][CH:5]=[CH:6][CH:7]=1. The catalyst class is: 13. (4) Reactant: [C:1]1(=[O:7])[O:6][C:4](=[O:5])[CH2:3][CH2:2]1.[C:8]1([CH3:14])[CH:13]=[CH:12][CH:11]=[CH:10][CH:9]=1.[Al+3].[Cl-].[Cl-].[Cl-].CCOC(C)=O. Product: [O:7]=[C:1]([C:11]1[CH:12]=[CH:13][C:8]([CH3:14])=[CH:9][CH:10]=1)[CH2:2][CH2:3][C:4]([OH:6])=[O:5]. The catalyst class is: 5. (5) The catalyst class is: 1. Product: [CH3:26][O:25][C:21]1[CH:20]=[C:19]([C:11](=[O:12])[C@@H:9]([NH:8][C:6](=[O:7])[O:5][C:1]([CH3:2])([CH3:3])[CH3:4])[CH3:10])[CH:24]=[CH:23][CH:22]=1. Reactant: [C:1]([O:5][C:6]([NH:8][C@H:9]([C:11](N(OC)C)=[O:12])[CH3:10])=[O:7])([CH3:4])([CH3:3])[CH3:2].Br[Mg][C:19]1[CH:24]=[CH:23][CH:22]=[C:21]([O:25][CH3:26])[CH:20]=1. (6) Reactant: [CH3:1][C:2]1([CH3:10])[CH2:7][C:6](=O)[CH2:5][C:4](=[O:9])[CH2:3]1.[C:11]([C:14]1[CH:19]=[CH:18][CH:17]=[CH:16][CH:15]=1)(=O)[CH3:12].[F:20][C:21]([F:29])([F:28])[C:22]1[CH:26]=[C:25]([NH2:27])[NH:24][N:23]=1. Product: [CH3:12][C:11]1([C:14]2[CH:19]=[CH:18][CH:17]=[CH:16][CH:15]=2)[C:5]2[C:4](=[O:9])[CH2:3][C:2]([CH3:1])([CH3:10])[CH2:7][C:6]=2[NH:27][C:25]2=[N:24][NH:23][C:22]([C:21]([F:29])([F:28])[F:20])=[C:26]12. The catalyst class is: 55. (7) Reactant: C1(P(C2CCCCC2)C2C=CC=CC=2C2C=CC=CC=2)CCCCC1.Cl[C:27]1[N:32]=[CH:31][C:30]([O:33][C:34]2[C:39]([C:40]3[CH:45]=[CH:44][N:43]=[C:42]([S:46][CH3:47])[N:41]=3)=[CH:38][CH:37]=[CH:36][N:35]=2)=[CH:29][CH:28]=1.C[Si]([N-:52][Si](C)(C)C)(C)C.[Li+]. Product: [CH3:47][S:46][C:42]1[N:41]=[C:40]([C:39]2[C:34]([O:33][C:30]3[CH:29]=[CH:28][C:27]([NH2:52])=[N:32][CH:31]=3)=[N:35][CH:36]=[CH:37][CH:38]=2)[CH:45]=[CH:44][N:43]=1. The catalyst class is: 62.